Dataset: Reaction yield outcomes from USPTO patents with 853,638 reactions. Task: Predict the reaction yield, written as a fraction of the theoretical maximum amount of product (1.0 means a 100% yield; for example, 0.34 means a 34% yield). (1) The reactants are O1[C:5]2([CH2:10][CH2:9][N:8]([C:11]([C:13]3[NH:34][C:16]4[N:17]=[C:18]([C:28]5[CH:33]=[CH:32][CH:31]=[CH:30][CH:29]=5)[N:19]=[C:20]([NH:21][CH2:22][CH2:23][NH:24][C:25](=[O:27])[CH3:26])[C:15]=4[CH:14]=3)=[O:12])[CH2:7][CH2:6]2)[O:4]CC1.C([O-])(O)=O.[Na+]. The catalyst is Cl. The product is [O:4]=[C:5]1[CH2:10][CH2:9][N:8]([C:11]([C:13]2[NH:34][C:16]3[N:17]=[C:18]([C:28]4[CH:29]=[CH:30][CH:31]=[CH:32][CH:33]=4)[N:19]=[C:20]([NH:21][CH2:22][CH2:23][NH:24][C:25](=[O:27])[CH3:26])[C:15]=3[CH:14]=2)=[O:12])[CH2:7][CH2:6]1. The yield is 0.900. (2) The reactants are [C:1]([O:5][C:6]([N:8]1[CH2:13][CH2:12][CH:11]([C:14]2[CH:19]=[CH:18][CH:17]=[CH:16][C:15]=2OS(C(F)(F)C(F)(F)C(F)(F)C(F)(F)F)(=O)=O)[CH2:10][CH2:9]1)=[O:7])([CH3:4])([CH3:3])[CH3:2].[CH:37]([Si:40]([CH:45]([CH3:47])[CH3:46])([CH:42]([CH3:44])[CH3:43])[SH:41])([CH3:39])[CH3:38].CC(C)([O-])C.[Na+]. The catalyst is C1(C)C=CC=CC=1.C1C=CC(/C=C/C(/C=C/C2C=CC=CC=2)=O)=CC=1.C1C=CC(/C=C/C(/C=C/C2C=CC=CC=2)=O)=CC=1.C1C=CC(/C=C/C(/C=C/C2C=CC=CC=2)=O)=CC=1.[Pd].[Pd]. The product is [C:1]([O:5][C:6]([N:8]1[CH2:13][CH2:12][CH:11]([C:14]2[CH:19]=[CH:18][CH:17]=[CH:16][C:15]=2[S:41][Si:40]([CH:42]([CH3:44])[CH3:43])([CH:45]([CH3:47])[CH3:46])[CH:37]([CH3:38])[CH3:39])[CH2:10][CH2:9]1)=[O:7])([CH3:3])([CH3:2])[CH3:4]. The yield is 0.450. (3) The reactants are [CH3:1][O:2][CH2:3][CH2:4][N:5]1[C:13]2[C:8](=[CH:9][CH:10]=[CH:11][C:12]=2[O:14][C:15]([F:18])([F:17])[F:16])[C:7]([C:19]([OH:21])=O)=[CH:6]1.CCN(CC)CC.Cl.[F:30][C:31]([F:50])([F:49])[C:32]([NH:34][CH2:35][C:36]1[CH:41]=[CH:40][C:39]([F:42])=[C:38]([CH:43]2[CH2:48][CH2:47][NH:46][CH2:45][CH2:44]2)[CH:37]=1)=[O:33].CCN=C=NCCCN(C)C. The catalyst is C(Cl)Cl.CCOC(C)=O. The product is [F:49][C:31]([F:30])([F:50])[C:32]([NH:34][CH2:35][C:36]1[CH:41]=[CH:40][C:39]([F:42])=[C:38]([CH:43]2[CH2:48][CH2:47][N:46]([C:19]([C:7]3[C:8]4[C:13](=[C:12]([O:14][C:15]([F:18])([F:17])[F:16])[CH:11]=[CH:10][CH:9]=4)[N:5]([CH2:4][CH2:3][O:2][CH3:1])[CH:6]=3)=[O:21])[CH2:45][CH2:44]2)[CH:37]=1)=[O:33]. The yield is 0.860. (4) The reactants are [Cl:1][C:2]1[CH:11]=[CH:10][CH:9]=[C:8]2[C:3]=1[CH2:4][CH2:5][CH2:6][N:7]2[C:12]1[C:16]2[CH2:17][N:18]([C:21](=[O:23])[CH3:22])[CH2:19][CH2:20][C:15]=2[N:14]([C@H:24]2[CH2:28][CH2:27][O:26][CH2:25]2)[N:13]=1.[Br:29]N1C(=O)CCC1=O. The catalyst is C(Cl)Cl. The product is [Br:29][C:11]1[C:2]([Cl:1])=[C:3]2[C:8](=[CH:9][CH:10]=1)[N:7]([C:12]1[C:16]3[CH2:17][N:18]([C:21](=[O:23])[CH3:22])[CH2:19][CH2:20][C:15]=3[N:14]([C@H:24]3[CH2:28][CH2:27][O:26][CH2:25]3)[N:13]=1)[CH2:6][CH2:5][CH2:4]2. The yield is 0.950. (5) The reactants are [CH2:1]([N:3]1[C:12](=[O:13])[C:11]2[C:6](=[CH:7][CH:8]=[C:9]([N+:14]([O-:16])=[O:15])[CH:10]=2)[NH:5][C:4]1=[O:17])[CH3:2].[H-].[Na+].Br[CH2:21][CH2:22][CH2:23][O:24][CH3:25]. The catalyst is CN(C=O)C. The product is [CH2:1]([N:3]1[C:12](=[O:13])[C:11]2[C:6](=[CH:7][CH:8]=[C:9]([N+:14]([O-:16])=[O:15])[CH:10]=2)[N:5]([CH2:21][CH2:22][CH2:23][O:24][CH3:25])[C:4]1=[O:17])[CH3:2]. The yield is 0.507. (6) The reactants are Br[C:2]1[CH:3]=[C:4]([N:23]([CH2:30][CH3:31])[CH:24]2[CH2:29][CH2:28][O:27][CH2:26][CH2:25]2)[C:5]([CH3:22])=[C:6]([CH:21]=1)[C:7]([NH:9][CH2:10][C:11]1[C:12](=[O:20])[NH:13][C:14]([CH3:19])=[CH:15][C:16]=1[CH2:17][OH:18])=[O:8].CC1(C)C(C)(C)OB([C:40]2[CH:52]=[CH:51][C:43]([CH2:44][N:45]3[CH2:50][CH2:49][O:48][CH2:47][CH2:46]3)=[CH:42][CH:41]=2)O1.C([O-])([O-])=O.[Na+].[Na+]. The catalyst is O1CCOCC1.O.C1C=CC([P]([Pd]([P](C2C=CC=CC=2)(C2C=CC=CC=2)C2C=CC=CC=2)([P](C2C=CC=CC=2)(C2C=CC=CC=2)C2C=CC=CC=2)[P](C2C=CC=CC=2)(C2C=CC=CC=2)C2C=CC=CC=2)(C2C=CC=CC=2)C2C=CC=CC=2)=CC=1. The product is [CH2:30]([N:23]([CH:24]1[CH2:29][CH2:28][O:27][CH2:26][CH2:25]1)[C:4]1[C:5]([CH3:22])=[C:6]([C:7]([NH:9][CH2:10][C:11]2[C:12](=[O:20])[NH:13][C:14]([CH3:19])=[CH:15][C:16]=2[CH2:17][OH:18])=[O:8])[CH:21]=[C:2]([C:40]2[CH:41]=[CH:42][C:43]([CH2:44][N:45]3[CH2:50][CH2:49][O:48][CH2:47][CH2:46]3)=[CH:51][CH:52]=2)[CH:3]=1)[CH3:31]. The yield is 0.250. (7) The reactants are [NH2:1][C:2]1[CH:9]=[CH:8][C:5]([C:6]#[N:7])=[CH:4][CH:3]=1.[N-:10]=[N+:11]=[N-:12].[Na+].[NH4+].[Cl-]. The catalyst is CN(C=O)C.O. The product is [NH:10]1[C:6]([C:5]2[CH:8]=[CH:9][C:2]([NH2:1])=[CH:3][CH:4]=2)=[N:7][N:12]=[N:11]1. The yield is 0.540. (8) The reactants are [C:1]([O:5][C:6]([N:8]([CH2:10][C:11]1[CH:12]=[C:13]([C:28]2[CH:33]=[CH:32][CH:31]=[CH:30][CH:29]=2)[N:14]([S:16]([C:19]2[CH:20]=[C:21]([CH:25]=[CH:26][CH:27]=2)[C:22]([OH:24])=O)(=[O:18])=[O:17])[CH:15]=1)[CH3:9])=[O:7])([CH3:4])([CH3:3])[CH3:2].[CH3:34][NH2:35].O1CCCC1. No catalyst specified. The product is [CH3:9][N:8]([CH2:10][C:11]1[CH:12]=[C:13]([C:28]2[CH:29]=[CH:30][CH:31]=[CH:32][CH:33]=2)[N:14]([S:16]([C:19]2[CH:27]=[CH:26][CH:25]=[C:21]([C:22]([NH:35][CH3:34])=[O:24])[CH:20]=2)(=[O:18])=[O:17])[CH:15]=1)[C:6](=[O:7])[O:5][C:1]([CH3:4])([CH3:2])[CH3:3]. The yield is 0.640.